From a dataset of Reaction yield outcomes from USPTO patents with 853,638 reactions. Predict the reaction yield, written as a fraction of the theoretical maximum amount of product (1.0 means a 100% yield; for example, 0.34 means a 34% yield). (1) The reactants are ClC(Cl)(O[C:5](=[O:11])OC(Cl)(Cl)Cl)Cl.[C:13]12([CH2:23][CH2:24][NH:25][CH3:26])[CH2:22][CH:17]3[CH2:18][CH:19]([CH2:21][CH:15]([CH2:16]3)[CH2:14]1)[CH2:20]2.C(N(C(C)C)CC)(C)C.[CH3:36][NH:37][CH2:38][CH2:39][CH2:40][C:41]1[CH:46]=[CH:45][N:44]=[CH:43][CH:42]=1. The catalyst is ClCCl.C(OCC)C. The product is [C:13]12([CH2:23][CH2:24][N:25]([CH3:26])[C:5]([N:37]([CH3:36])[CH2:38][CH2:39][CH2:40][C:41]3[CH:42]=[CH:43][N:44]=[CH:45][CH:46]=3)=[O:11])[CH2:20][CH:19]3[CH2:18][CH:17]([CH2:16][CH:15]([CH2:21]3)[CH2:14]1)[CH2:22]2. The yield is 0.540. (2) The reactants are COC(C)(C)CO.C(O)(C(F)(F)F)=O.CC1C(C(O)C2OC3C=CC([CH2:31][C:32]([NH:34][CH:35]([C:42]4[CH:47]=[CH:46][C:45]([CH3:48])=[CH:44][C:43]=4[CH3:49])[C:36]4[CH:41]=[CH:40][CH:39]=[CH:38][CH:37]=4)=[O:33])=CC=3C=2)=C(C)ON=1. The catalyst is C(Cl)Cl. The product is [CH3:49][C:43]1[CH:44]=[C:45]([CH3:48])[CH:46]=[CH:47][C:42]=1[CH:35]([C:36]1[CH:41]=[CH:40][CH:39]=[CH:38][CH:37]=1)[NH:34][C:32](=[O:33])[CH3:31]. The yield is 0.140. (3) The reactants are Cl[CH2:2][CH2:3][NH:4][C:5]1[C:14]([N+:15]([O-:17])=[O:16])=[CH:13][C:8]([C:9]([O:11][CH3:12])=[O:10])=[CH:7][C:6]=1[N+:18]([O-])=O. The catalyst is CO.C1CCCCC=1.[Pd]. The product is [N+:15]([C:14]1[CH:13]=[C:8]([C:9]([O:11][CH3:12])=[O:10])[CH:7]=[C:6]2[C:5]=1[NH:4][CH2:3][CH2:2][NH:18]2)([O-:17])=[O:16]. The yield is 0.340. (4) The yield is 0.440. The reactants are C[C:2]1[CH:10]=[C:9]([NH:11][C:12](=[O:36])[NH:13][C:14]2[CH:19]=[CH:18][C:17]([C:20]3[N:25]=[C:24]([O:26][CH:27]([CH3:29])[CH3:28])[N:23]=[C:22]([N:30]4[CH2:35][CH2:34][O:33][CH2:32][CH2:31]4)[N:21]=3)=[CH:16][CH:15]=2)[CH:8]=[CH:7][C:3]=1[C:4]([OH:6])=O.[CH3:37][N:38]1[CH2:43][CH2:42][NH:41][CH2:40][CH2:39]1. No catalyst specified. The product is [CH:27]([O:26][C:24]1[N:23]=[C:22]([N:30]2[CH2:31][CH2:32][O:33][CH2:34][CH2:35]2)[N:21]=[C:20]([C:17]2[CH:16]=[CH:15][C:14]([NH:13][C:12]([NH:11][C:9]3[CH:8]=[CH:7][C:3]([C:4]([N:41]4[CH2:42][CH2:43][N:38]([CH3:37])[CH2:39][CH2:40]4)=[O:6])=[CH:2][CH:10]=3)=[O:36])=[CH:19][CH:18]=2)[N:25]=1)([CH3:28])[CH3:29]. (5) The reactants are C(N[CH2:4][CH3:5])C.OS(O)(=O)=O.[CH2:11]=O.[CH3:13][C:14]1(C)C[C:21]2[C:16](=[CH:17][CH:18]=[CH:19][CH:20]=2)[C:15]1=[O:23]. No catalyst specified. The product is [CH3:11][C:4]1([CH3:5])[C:21]2[C:16](=[CH:17][CH:18]=[CH:19][CH:20]=2)[C:15](=[O:23])[C:14]1=[CH2:13]. The yield is 0.130. (6) The reactants are Cl[C:2]1[C:7]([C:8]([O:10][CH2:11][CH3:12])=[O:9])=[CH:6][N:5]=[C:4]([Cl:13])[CH:3]=1.CCN(C(C)C)C(C)C.[NH2:23][C@@H:24]([CH3:27])[CH2:25][OH:26]. The catalyst is CC(N(C)C)=O. The product is [Cl:13][C:4]1[CH:3]=[C:2]([NH:23][C@@H:24]([CH3:27])[CH2:25][OH:26])[C:7]([C:8]([O:10][CH2:11][CH3:12])=[O:9])=[CH:6][N:5]=1. The yield is 0.930. (7) The reactants are [C:1]([C:3]1[CH:4]=[C:5]([C:9]2[CH:10]=[CH:11][C:12]3[O:16][C:15]([C:17]4[CH:22]=[CH:21][C:20]([F:23])=[CH:19][CH:18]=4)=[C:14]([C:24]([NH:26][CH3:27])=[O:25])[C:13]=3[CH:28]=2)[CH:6]=[CH:7][CH:8]=1)#[N:2].N[C@@H:30]([C:33]1[CH:38]=[CH:37][CH:36]=[CH:35][CH:34]=1)[CH2:31][OH:32]. The catalyst is C1(Cl)C=CC=CC=1.[Cl-].[Zn+2].[Cl-]. The product is [F:23][C:20]1[CH:21]=[CH:22][C:17]([C:15]2[O:16][C:12]3[CH:11]=[CH:10][C:9]([C:5]4[CH:6]=[CH:7][CH:8]=[C:3]([C:1]5[O:32][CH2:31][C@H:30]([C:33]6[CH:38]=[CH:37][CH:36]=[CH:35][CH:34]=6)[N:2]=5)[CH:4]=4)=[CH:28][C:13]=3[C:14]=2[C:24]([NH:26][CH3:27])=[O:25])=[CH:18][CH:19]=1. The yield is 0.230. (8) The reactants are C([N:8]1[CH2:13][CH2:12][CH2:11][CH:10]([NH:14][C:15]2[CH:16]=[C:17]([N:26](CC3C=CC(OC)=CC=3)[C:27]3[CH:32]=[CH:31][CH:30]=[CH:29][CH:28]=3)[C:18]3[N:19](C(C#N)=C[N:23]=3)[N:20]=2)C1)C1C=CC=CC=1.ClC1C=C(N(CC2C=CC(OC)=CC=2)C2C=CC=CC=2)C2N([C:49]([CH:52]=[CH:53][C:54]3C=CN=CC=3)=[CH:50]N=2)N=1.[C:76](O)([C:78](F)(F)F)=O. The catalyst is Cl[Pd](Cl)([P](C1C=CC=CC=1)(C1C=CC=CC=1)C1C=CC=CC=1)[P](C1C=CC=CC=1)(C1C=CC=CC=1)C1C=CC=CC=1.[Cu]I.C(Cl)Cl. The product is [NH2:8][C@H:13]1[CH2:12][CH2:11][C@H:10]([NH:14][C:15]2[CH:16]=[C:17]([NH:26][C:27]3[CH:28]=[CH:29][CH:30]=[CH:31][CH:32]=3)[C:18]3[N:19]([C:49]([C:52]#[C:53][CH3:54])=[CH:50][N:23]=3)[N:20]=2)[CH2:78][CH2:76]1. The yield is 0.0500. (9) The reactants are [F:1][C:2]([F:19])([F:18])[C:3]1[CH:12]=[C:11]([C:13]([F:16])([F:15])[F:14])[N:10]=[C:9]2[C:4]=1[CH:5]=[CH:6][C:7]([NH2:17])=[N:8]2.Br[CH2:21][C:22](=O)[C:23]([O:25][CH2:26][CH3:27])=[O:24]. The catalyst is CCO. The product is [F:14][C:13]([F:16])([F:15])[C:11]1[CH:12]=[C:3]([C:2]([F:1])([F:18])[F:19])[C:4]2[CH:5]=[CH:6][C:7]3[N:8]([CH:21]=[C:22]([C:23]([O:25][CH2:26][CH3:27])=[O:24])[N:17]=3)[C:9]=2[N:10]=1. The yield is 0.370. (10) The reactants are Cl[C:2]1[CH:10]=[CH:9][CH:8]=[CH:7][C:3]=1[C:4]([OH:6])=[O:5].C([O-])([O-])=[O:12].[Na+].[Na+].CN[C@@H]1CCCC[C@H]1NC.Cl. The catalyst is CN[C@@H]1CCCC[C@H]1NC.O. The product is [OH:12][C:2]1[CH:10]=[CH:9][CH:8]=[CH:7][C:3]=1[C:4]([OH:6])=[O:5]. The yield is 0.850.